The task is: Binary Classification. Given a drug SMILES string, predict its activity (active/inactive) in a high-throughput screening assay against a specified biological target.. This data is from M1 muscarinic receptor agonist screen with 61,833 compounds. (1) The molecule is S(=O)(=O)(N1CC(CCC1)C(=O)Nc1c(CC)cccc1)c1c(onc1C)C. The result is 0 (inactive). (2) The drug is Clc1c(C(=O)NCCNC2CCN(CC2)C(OCC)=O)cccc1. The result is 1 (active).